This data is from Forward reaction prediction with 1.9M reactions from USPTO patents (1976-2016). The task is: Predict the product of the given reaction. (1) Given the reactants [CH2:1]([O:7][CH2:8][CH2:9][CH2:10][CH2:11][CH2:12][CH2:13][CH2:14][CH2:15][NH2:16])[CH2:2][CH2:3][CH2:4][CH2:5][CH3:6].Cl[C:18]1[C:27]2[C:22](=[CH:23][CH:24]=[CH:25][CH:26]=2)[N:21]=[C:20]([C:28]([F:31])([F:30])[F:29])[CH:19]=1.CC(=O)OCC, predict the reaction product. The product is: [CH2:1]([O:7][CH2:8][CH2:9][CH2:10][CH2:11][CH2:12][CH2:13][CH2:14][CH2:15][NH:16][C:18]1[C:27]2[C:22](=[CH:23][CH:24]=[CH:25][CH:26]=2)[N:21]=[C:20]([C:28]([F:31])([F:29])[F:30])[CH:19]=1)[CH2:2][CH2:3][CH2:4][CH2:5][CH3:6]. (2) Given the reactants [N:1]([C:4]1[S:5][C:6]([C:10]([NH:12][CH2:13][C:14]2[CH:19]=[CH:18][CH:17]=[CH:16][CH:15]=2)=[O:11])=[C:7]([CH3:9])[N:8]=1)=[N+:2]=[N-:3].C(N(CC)C(C)C)(C)C.[C:29]([O:33][CH2:34][CH3:35])(=[O:32])[C:30]#[CH:31], predict the reaction product. The product is: [CH2:13]([NH:12][C:10]([C:6]1[S:5][C:4]([N:1]2[CH:31]=[C:30]([C:29]([O:33][CH2:34][CH3:35])=[O:32])[N:3]=[N:2]2)=[N:8][C:7]=1[CH3:9])=[O:11])[C:14]1[CH:19]=[CH:18][CH:17]=[CH:16][CH:15]=1. (3) The product is: [C:35]([N:29]1[CH2:34][CH2:33][N:32]([CH:25]2[CH2:26][CH2:27][N:23]([C:20]3[CH:21]=[CH:22][C:17]([N:11]4[CH2:10][CH2:9][C:8]5[C:13](=[CH:14][CH:15]=[C:6]([O:5][CH2:1][CH2:2][CH2:3][CH3:4])[CH:7]=5)[C:12]4=[O:16])=[CH:18][CH:19]=3)[CH2:24]2)[CH2:31][CH2:30]1)(=[O:37])[CH3:36]. Given the reactants [CH2:1]([O:5][C:6]1[CH:7]=[C:8]2[C:13](=[CH:14][CH:15]=1)[C:12](=[O:16])[N:11]([C:17]1[CH:22]=[CH:21][C:20]([N:23]3[CH2:27][CH2:26][C:25](=O)[CH2:24]3)=[CH:19][CH:18]=1)[CH2:10][CH2:9]2)[CH2:2][CH2:3][CH3:4].[N:29]1([C:35](=[O:37])[CH3:36])[CH2:34][CH2:33][NH:32][CH2:31][CH2:30]1, predict the reaction product. (4) Given the reactants [CH3:1][C:2]1[CH:7]=[C:6]([CH:8]=C)[N:5]=[C:4]([NH:10][C:11](=[O:13])[CH3:12])[CH:3]=1.[O:14]=[O+][O-].C1(P(C2C=CC=CC=2)C2C=CC=CC=2)C=CC=CC=1, predict the reaction product. The product is: [CH:8]([C:6]1[N:5]=[C:4]([NH:10][C:11](=[O:13])[CH3:12])[CH:3]=[C:2]([CH3:1])[CH:7]=1)=[O:14]. (5) Given the reactants Cl.[F:2][C:3]1[CH:4]=[CH:5][C:6]([O:11][C:12]2[CH:13]=[C:14]3[C:18](=[CH:19][CH:20]=2)[N:17]([CH3:21])[N:16]=[CH:15]3)=[C:7]([CH:10]=1)[CH2:8][NH2:9].[C:22]([O-:25])(O)=O.[Na+], predict the reaction product. The product is: [F:2][C:3]1[CH:4]=[CH:5][C:6]([O:11][C:12]2[CH:13]=[C:14]3[C:18](=[CH:19][CH:20]=2)[N:17]([CH3:21])[N:16]=[CH:15]3)=[C:7]([CH:10]=1)[CH2:8][NH:9][CH2:8][C:7]1[CH:10]=[CH:3][C:4]([O:25][CH3:22])=[CH:5][CH:6]=1. (6) Given the reactants [CH2:1]1[CH2:10][O:9][C:8]2[CH:7]=[CH:6][C:5]([NH:11][C:12]3[C:17]([F:18])=[CH:16][N:15]=[C:14]([NH:19][C:20]4[CH:21]=[CH:22][C:23]5[O:27][C:26]([C:28](OC)=[O:29])=[CH:25][C:24]=5[CH:32]=4)[N:13]=3)=[CH:4][C:3]=2[O:2]1.[OH:33][CH2:34][CH2:35][NH2:36], predict the reaction product. The product is: [CH2:1]1[CH2:10][O:9][C:8]2[CH:7]=[CH:6][C:5]([NH:11][C:12]3[C:17]([F:18])=[CH:16][N:15]=[C:14]([NH:19][C:20]4[CH:21]=[CH:22][C:23]5[O:27][C:26]([C:28]([NH:36][CH2:35][CH2:34][OH:33])=[O:29])=[CH:25][C:24]=5[CH:32]=4)[N:13]=3)=[CH:4][C:3]=2[O:2]1. (7) Given the reactants Br[C:2]1[C:7]([CH3:8])=[CH:6][CH:5]=[CH:4][N:3]=1.B(OBO)O.[CH3:14][C:15]([O-])=O.[K+], predict the reaction product. The product is: [CH3:8][C:7]1[C:2]([C:4]2[C:15]([CH3:14])=[CH:6][CH:7]=[CH:2][N:3]=2)=[N:3][CH:4]=[CH:5][CH:6]=1. (8) Given the reactants [CH3:1][C@H:2]1[CH2:7][CH2:6][CH2:5][C@@H:4]([CH3:8])[N:3]1[CH2:9][CH2:10][NH:11][C:12]([C@@H:14]1[CH2:19][CH2:18][CH2:17][CH2:16][N:15]1C(OC(C)(C)C)=O)=[O:13].FC(F)(F)C(O)=O, predict the reaction product. The product is: [CH3:8][C@H:4]1[CH2:5][CH2:6][CH2:7][C@@H:2]([CH3:1])[N:3]1[CH2:9][CH2:10][NH:11][C:12]([C@@H:14]1[CH2:19][CH2:18][CH2:17][CH2:16][NH:15]1)=[O:13].